Task: Predict the reactants needed to synthesize the given product.. Dataset: Full USPTO retrosynthesis dataset with 1.9M reactions from patents (1976-2016) The reactants are: [F:1][C:2]1[C:7]([C:8]2[NH:12][CH:11]=[C:10]([CH2:13][N:14]([CH3:22])[C:15](=[O:21])[O:16][C:17]([CH3:20])([CH3:19])[CH3:18])[CH:9]=2)=[CH:6][CH:5]=[CH:4][N:3]=1.[F:23][C:24]1[CH:29]=[CH:28][C:27]([F:30])=[CH:26][C:25]=1[S:31](Cl)(=[O:33])=[O:32]. Given the product [F:23][C:24]1[CH:29]=[CH:28][C:27]([F:30])=[CH:26][C:25]=1[S:31]([N:12]1[C:8]([C:7]2[C:2]([F:1])=[N:3][CH:4]=[CH:5][CH:6]=2)=[CH:9][C:10]([CH2:13][N:14]([CH3:22])[C:15](=[O:21])[O:16][C:17]([CH3:18])([CH3:19])[CH3:20])=[CH:11]1)(=[O:33])=[O:32], predict the reactants needed to synthesize it.